This data is from Reaction yield outcomes from USPTO patents with 853,638 reactions. The task is: Predict the reaction yield, written as a fraction of the theoretical maximum amount of product (1.0 means a 100% yield; for example, 0.34 means a 34% yield). (1) The reactants are [F:1][C:2]([F:7])([F:6])[C:3]([OH:5])=[O:4].[CH2:8]([S:10]([N:13]1[CH2:18][CH2:17][CH:16]([C:19]2[C:27]3[C:22](=[C:23]([C:40]([NH2:42])=[O:41])[CH:24]=[C:25]([C:28]4[CH:32]=[C:31]([CH2:33][N:34]([C@@H:36]([CH3:39])CO)[CH3:35])[S:30][CH:29]=4)[CH:26]=3)[NH:21][CH:20]=2)[CH2:15][CH2:14]1)(=[O:12])=[O:11])[CH3:9].N[C@H:44]([CH3:47])[CH2:45][OH:46]. No catalyst specified. The product is [F:1][C:2]([F:7])([F:6])[C:3]([OH:5])=[O:4].[CH2:8]([S:10]([N:13]1[CH2:14][CH2:15][CH:16]([C:19]2[C:27]3[C:22](=[C:23]([C:40]([NH2:42])=[O:41])[CH:24]=[C:25]([C:28]4[CH:32]=[C:31]([CH2:33][N:34]([CH3:35])[CH2:36][C@H:39]5[CH2:47][CH2:44][CH2:45][O:46]5)[S:30][CH:29]=4)[CH:26]=3)[NH:21][CH:20]=2)[CH2:17][CH2:18]1)(=[O:11])=[O:12])[CH3:9]. The yield is 0.351. (2) The reactants are [Cl:1][C:2]1[CH:7]=[C:6]([Cl:8])[C:5]([N+:9]([O-:11])=[O:10])=[CH:4][C:3]=1[S:12]([CH3:14])=[O:13].ClC1C=C(C=CC=1)C(OO)=[O:20].C([O-])(O)=O.[Na+]. The catalyst is ClCCl. The product is [Cl:1][C:2]1[CH:7]=[C:6]([Cl:8])[C:5]([N+:9]([O-:11])=[O:10])=[CH:4][C:3]=1[S:12]([CH3:14])(=[O:20])=[O:13]. The yield is 1.00.